From a dataset of Catalyst prediction with 721,799 reactions and 888 catalyst types from USPTO. Predict which catalyst facilitates the given reaction. (1) Reactant: [NH:1]1[C:9]2[C:4](=[CH:5][CH:6]=[CH:7][CH:8]=2)[CH2:3][C@H:2]1[C:10](O)=[O:11].CO.Cl. Product: [NH:1]1[C:9]2[C:4](=[CH:5][CH:6]=[CH:7][CH:8]=2)[CH2:3][C@H:2]1[CH2:10][OH:11]. The catalyst class is: 1. (2) Reactant: [NH:1]1[CH:5]=[CH:4][N:3]=[C:2]1[CH:6]=[O:7].CN1CCCC1=O.Cl[CH2:16][C:17]([O:19][CH2:20][CH3:21])=[O:18].C(=O)([O-])[O-].[K+].[K+]. Product: [CH:6]([C:2]1[N:1]([CH2:16][C:17]([O:19][CH2:20][CH3:21])=[O:18])[CH:5]=[CH:4][N:3]=1)=[O:7]. The catalyst class is: 6. (3) Reactant: [N:1]1([C:5]2[CH:10]=[C:9]([Cl:11])[N:8]=[C:7](S(C)(=O)=O)[N:6]=2)[CH2:4][CH2:3][CH2:2]1.[CH:16]1([Mg]Br)[CH2:18][CH2:17]1.[Cl-].[NH4+]. Product: [N:1]1([C:5]2[CH:10]=[C:9]([Cl:11])[N:8]=[C:7]([CH:16]3[CH2:18][CH2:17]3)[N:6]=2)[CH2:4][CH2:3][CH2:2]1. The catalyst class is: 7.